From a dataset of NCI-60 drug combinations with 297,098 pairs across 59 cell lines. Regression. Given two drug SMILES strings and cell line genomic features, predict the synergy score measuring deviation from expected non-interaction effect. (1) Drug 1: CN1C(=O)N2C=NC(=C2N=N1)C(=O)N. Drug 2: CS(=O)(=O)CCNCC1=CC=C(O1)C2=CC3=C(C=C2)N=CN=C3NC4=CC(=C(C=C4)OCC5=CC(=CC=C5)F)Cl. Cell line: NCI-H322M. Synergy scores: CSS=12.0, Synergy_ZIP=1.64, Synergy_Bliss=0.640, Synergy_Loewe=-28.4, Synergy_HSA=-7.60. (2) Drug 1: CC1=C2C(C(=O)C3(C(CC4C(C3C(C(C2(C)C)(CC1OC(=O)C(C(C5=CC=CC=C5)NC(=O)C6=CC=CC=C6)O)O)OC(=O)C7=CC=CC=C7)(CO4)OC(=O)C)O)C)OC(=O)C. Drug 2: CC(C)(C1=NC(=CC=C1)N2C3=NC(=NC=C3C(=O)N2CC=C)NC4=CC=C(C=C4)N5CCN(CC5)C)O. Cell line: NCIH23. Synergy scores: CSS=86.2, Synergy_ZIP=3.72, Synergy_Bliss=1.69, Synergy_Loewe=0.509, Synergy_HSA=5.84. (3) Drug 1: C1CCC(C1)C(CC#N)N2C=C(C=N2)C3=C4C=CNC4=NC=N3. Drug 2: COC1=CC(=CC(=C1O)OC)C2C3C(COC3=O)C(C4=CC5=C(C=C24)OCO5)OC6C(C(C7C(O6)COC(O7)C8=CC=CS8)O)O. Cell line: OVCAR-8. Synergy scores: CSS=14.9, Synergy_ZIP=0.752, Synergy_Bliss=-1.10, Synergy_Loewe=-30.1, Synergy_HSA=-2.58. (4) Drug 1: CC(C1=C(C=CC(=C1Cl)F)Cl)OC2=C(N=CC(=C2)C3=CN(N=C3)C4CCNCC4)N. Drug 2: CC12CCC3C(C1CCC2=O)CC(=C)C4=CC(=O)C=CC34C. Cell line: PC-3. Synergy scores: CSS=19.8, Synergy_ZIP=4.37, Synergy_Bliss=7.75, Synergy_Loewe=7.45, Synergy_HSA=8.35. (5) Drug 1: C1=CC(=CC=C1CCC2=CNC3=C2C(=O)NC(=N3)N)C(=O)NC(CCC(=O)O)C(=O)O. Drug 2: CC12CCC3C(C1CCC2OP(=O)(O)O)CCC4=C3C=CC(=C4)OC(=O)N(CCCl)CCCl.[Na+]. Cell line: LOX IMVI. Synergy scores: CSS=35.3, Synergy_ZIP=-4.31, Synergy_Bliss=-9.34, Synergy_Loewe=-15.5, Synergy_HSA=-7.55. (6) Drug 1: C1=CN(C(=O)N=C1N)C2C(C(C(O2)CO)O)O.Cl. Drug 2: CN(CCCl)CCCl.Cl. Cell line: SNB-19. Synergy scores: CSS=37.6, Synergy_ZIP=-5.24, Synergy_Bliss=-2.67, Synergy_Loewe=-9.63, Synergy_HSA=0.667. (7) Drug 1: CN1CCC(CC1)COC2=C(C=C3C(=C2)N=CN=C3NC4=C(C=C(C=C4)Br)F)OC. Drug 2: C1CN(CCN1C(=O)CCBr)C(=O)CCBr. Cell line: RPMI-8226. Synergy scores: CSS=9.48, Synergy_ZIP=2.60, Synergy_Bliss=8.26, Synergy_Loewe=-6.08, Synergy_HSA=0.647. (8) Cell line: SR. Synergy scores: CSS=59.9, Synergy_ZIP=0.721, Synergy_Bliss=-1.54, Synergy_Loewe=-30.1, Synergy_HSA=-2.62. Drug 2: CCC1(CC2CC(C3=C(CCN(C2)C1)C4=CC=CC=C4N3)(C5=C(C=C6C(=C5)C78CCN9C7C(C=CC9)(C(C(C8N6C)(C(=O)OC)O)OC(=O)C)CC)OC)C(=O)OC)O.OS(=O)(=O)O. Drug 1: CC1=C(C(=CC=C1)Cl)NC(=O)C2=CN=C(S2)NC3=CC(=NC(=N3)C)N4CCN(CC4)CCO. (9) Drug 1: CC1=C2C(C(=O)C3(C(CC4C(C3C(C(C2(C)C)(CC1OC(=O)C(C(C5=CC=CC=C5)NC(=O)C6=CC=CC=C6)O)O)OC(=O)C7=CC=CC=C7)(CO4)OC(=O)C)O)C)OC(=O)C. Drug 2: CC1=C(N=C(N=C1N)C(CC(=O)N)NCC(C(=O)N)N)C(=O)NC(C(C2=CN=CN2)OC3C(C(C(C(O3)CO)O)O)OC4C(C(C(C(O4)CO)O)OC(=O)N)O)C(=O)NC(C)C(C(C)C(=O)NC(C(C)O)C(=O)NCCC5=NC(=CS5)C6=NC(=CS6)C(=O)NCCC[S+](C)C)O. Cell line: A549. Synergy scores: CSS=27.3, Synergy_ZIP=-1.26, Synergy_Bliss=-0.0562, Synergy_Loewe=-7.89, Synergy_HSA=1.43.